This data is from Full USPTO retrosynthesis dataset with 1.9M reactions from patents (1976-2016). The task is: Predict the reactants needed to synthesize the given product. (1) Given the product [C:1]([C:4]1[C:12]2[C:7](=[CH:8][CH:9]=[CH:10][CH:11]=2)[N:6]([CH2:19][C:18]([O:17][C:13]([CH3:16])([CH3:15])[CH3:14])=[O:21])[CH:5]=1)(=[O:3])[CH3:2], predict the reactants needed to synthesize it. The reactants are: [C:1]([C:4]1[C:12]2[C:7](=[CH:8][CH:9]=[CH:10][CH:11]=2)[NH:6][CH:5]=1)(=[O:3])[CH3:2].[C:13]([O:17][C:18](=[O:21])[CH2:19]Br)([CH3:16])([CH3:15])[CH3:14].C(=O)([O-])[O-].[K+].[K+]. (2) Given the product [CH3:31][C:25]1[CH:26]=[CH:27][C:28]([CH3:30])=[CH:29][C:24]=1[C:10]1[C:11](=[O:23])[NH:12][CH:13]([CH2:14][CH:15]2[CH2:16][CH2:17][S:18](=[O:22])(=[O:21])[CH2:19][CH2:20]2)[C:9]=1[OH:8], predict the reactants needed to synthesize it. The reactants are: C([O:8][C:9]1[CH:13]([CH2:14][CH:15]2[CH2:20][CH2:19][S:18](=[O:22])(=[O:21])[CH2:17][CH2:16]2)[NH:12][C:11](=[O:23])[C:10]=1[C:24]1[CH:29]=[C:28]([CH3:30])[CH:27]=[CH:26][C:25]=1[CH3:31])C1C=CC=CC=1. (3) Given the product [Br:26][C:16]1[CH:17]=[CH:18][C:9]2[N:8]([CH:5]3[CH2:4][CH2:3][N:2]([CH3:1])[CH2:7][CH2:6]3)[CH2:14][CH2:13][CH2:12][CH2:11][C:10]=2[CH:15]=1, predict the reactants needed to synthesize it. The reactants are: [CH3:1][N:2]1[CH2:7][CH2:6][CH:5]([N:8]2[CH2:14][CH2:13][CH2:12][CH2:11][C:10]3[CH:15]=[CH:16][CH:17]=[CH:18][C:9]2=3)[CH2:4][CH2:3]1.C1C(=O)N([Br:26])C(=O)C1. (4) Given the product [NH:1]([C:2]1[CH:11]=[CH:10][C:5]([C:6]([O:8][CH3:9])=[O:7])=[C:4]([CH3:12])[CH:3]=1)[NH2:13], predict the reactants needed to synthesize it. The reactants are: [NH2:1][C:2]1[CH:11]=[CH:10][C:5]([C:6]([O:8][CH3:9])=[O:7])=[C:4]([CH3:12])[CH:3]=1.[N:13]([O-])=O.[Na+].O.O.[Sn](Cl)Cl. (5) The reactants are: Cl.N1([C:14](=[O:15])[C:13]2[N:11](C)C=N[C:8]=2N(C)C1=O)C.[CH:16]1(C)[CH2:21][CH2:20][CH:19](C(C)C)[CH:18]([OH:25])[CH2:17]1. Given the product [CH:18]([O:25][C:14](=[O:15])[C@H:13]([CH2:8][C:21]1[CH:16]=[CH:17][C:18]([OH:25])=[CH:19][CH:20]=1)[NH2:11])([CH3:19])[CH3:17], predict the reactants needed to synthesize it. (6) Given the product [CH3:1][S:2]([O:24][CH2:23][C@@H:21]1[O:20][CH2:19][C@:17]2([C:25]3[CH:30]=[CH:29][CH:28]=[CH:27][C:26]=3[F:31])[N:18]=[C:13]([NH:12][C:11]([O:10][C:6]([CH3:9])([CH3:7])[CH3:8])=[O:32])[S:14][CH2:15][C@@H:16]2[CH2:22]1)(=[O:4])=[O:3], predict the reactants needed to synthesize it. The reactants are: [CH3:1][S:2](Cl)(=[O:4])=[O:3].[C:6]([O:10][C:11](=[O:32])[NH:12][C:13]1[S:14][CH2:15][C@@H:16]2[CH2:22][C@H:21]([CH2:23][OH:24])[O:20][CH2:19][C@:17]2([C:25]2[CH:30]=[CH:29][CH:28]=[CH:27][C:26]=2[F:31])[N:18]=1)([CH3:9])([CH3:8])[CH3:7].C(N(CC)CC)C.C(=O)(O)[O-].[Na+]. (7) Given the product [Br:1][C:2]1[CH:3]=[CH:4][C:5]([F:16])=[C:6]([C:8]2([CH3:15])[CH2:9][O:10][CH2:11][C:12]([NH2:27])=[N:13]2)[CH:7]=1, predict the reactants needed to synthesize it. The reactants are: [Br:1][C:2]1[CH:3]=[CH:4][C:5]([F:16])=[C:6]([C:8]2([CH3:15])[NH:13][C:12](=O)[CH2:11][O:10][CH2:9]2)[CH:7]=1.F[B-](F)(F)F.C[O+](C)C.[Cl-].[NH4+:27]. (8) Given the product [F:1][C:2]1[CH:7]=[C:6]([NH2:8])[C:5]([NH2:9])=[C:4]([N:12]2[CH2:13][CH2:14][O:15][CH2:16][CH2:17]2)[CH:3]=1, predict the reactants needed to synthesize it. The reactants are: [F:1][C:2]1[CH:3]=[C:4]([N:12]2[CH2:17][CH2:16][O:15][CH2:14][CH2:13]2)[C:5]([N+:9]([O-])=O)=[C:6]([NH2:8])[CH:7]=1.